This data is from Forward reaction prediction with 1.9M reactions from USPTO patents (1976-2016). The task is: Predict the product of the given reaction. (1) Given the reactants [OH:1][N:2]1[C:10](=[O:11])[C:9]2[C:4](=[CH:5][CH:6]=[CH:7][CH:8]=2)[C:3]1=[O:12].O[CH2:14][C:15]1[N:16]=[CH:17][N:18]([C:20]([O:22][C:23]([CH3:26])([CH3:25])[CH3:24])=[O:21])[CH:19]=1.C1(P(C2C=CC=CC=2)C2C=CC=CC=2)C=CC=CC=1.CC(OC(/N=N/C(OC(C)C)=O)=O)C, predict the reaction product. The product is: [O:12]=[C:3]1[C:4]2[C:9](=[CH:8][CH:7]=[CH:6][CH:5]=2)[C:10](=[O:11])[N:2]1[O:1][CH2:14][C:15]1[N:16]=[CH:17][N:18]([C:20]([O:22][C:23]([CH3:26])([CH3:25])[CH3:24])=[O:21])[CH:19]=1. (2) Given the reactants [CH3:1][O:2][C:3]1[CH:12]=[CH:11][C:10](Br)=[C:9]2[C:4]=1[CH:5]=[CH:6][N:7]=[CH:8]2.[C:14]1(B(O)O)[CH:19]=[CH:18][CH:17]=[CH:16][CH:15]=1.CCO.C(=O)([O-])[O-].[K+].[K+], predict the reaction product. The product is: [CH3:1][O:2][C:3]1[CH:12]=[CH:11][C:10]([C:14]2[CH:19]=[CH:18][CH:17]=[CH:16][CH:15]=2)=[C:9]2[C:4]=1[CH:5]=[CH:6][N:7]=[CH:8]2. (3) Given the reactants [CH3:1][O:2][C:3]1[CH:16]=[CH:15][CH:14]=[C:13]([O:17][CH3:18])[C:4]=1[CH2:5][NH:6][C:7](=[NH:12])[NH:8][C:9]([NH2:11])=[S:10].[F:19][C:20]([F:32])([F:31])[C:21]1[CH:30]=[CH:29][C:24]([C:25](=O)[CH2:26]Br)=[CH:23][CH:22]=1.C(O)(=O)C, predict the reaction product. The product is: [CH3:18][O:17][C:13]1[CH:14]=[CH:15][CH:16]=[C:3]([O:2][CH3:1])[C:4]=1[CH2:5][NH:6][C:7]([NH:8][C:9]1[S:10][CH:26]=[C:25]([C:24]2[CH:29]=[CH:30][C:21]([C:20]([F:19])([F:31])[F:32])=[CH:22][CH:23]=2)[N:11]=1)=[NH:12]. (4) Given the reactants [NH2:1][CH2:2][C:3]([N:5]([C:7]1[CH:12]=[CH:11][C:10]([Cl:13])=[C:9]([CH2:14][O:15][C:16]2[C:24]3[N:23]=[C:22]([O:25][CH3:26])[N:21]([CH2:27][C:28]4[CH:33]=[CH:32][CH:31]=[CH:30][N:29]=4)[C:20]=3[CH:19]=[CH:18][CH:17]=2)[C:8]=1[Cl:34])[CH3:6])=[O:4].[CH3:35][O:36][C:37]([NH:39][C:40]1[N:45]=[CH:44][C:43]([CH2:46][CH2:47][C:48](O)=[O:49])=[CH:42][CH:41]=1)=[O:38].ClC1C(COC2C3N=C(OC)N(CC4C=CC=CN=4)C=3C=CC=2)=C(Cl)C=CC=1N(C)C(=O)CNC(=O)CCC1C=CC(C(NCCOC)=O)=CC=1, predict the reaction product. The product is: [Cl:34][C:8]1[C:9]([CH2:14][O:15][C:16]2[C:24]3[N:23]=[C:22]([O:25][CH3:26])[N:21]([CH2:27][C:28]4[CH:33]=[CH:32][CH:31]=[CH:30][N:29]=4)[C:20]=3[CH:19]=[CH:18][CH:17]=2)=[C:10]([Cl:13])[CH:11]=[CH:12][C:7]=1[N:5]([CH3:6])[C:3](=[O:4])[CH2:2][NH:1][C:48](=[O:49])[CH2:47][CH2:46][C:43]1[CH:42]=[CH:41][C:40]([NH:39][C:37](=[O:38])[O:36][CH3:35])=[N:45][CH:44]=1. (5) Given the reactants Br[C:2]1[C:19]2[C:10](=[CH:11][C:12]3[C:17](C=2)=[CH:16][CH:15]=[CH:14][CH:13]=3)[CH:9]=[C:8]2[C:3]=1[CH:4]=[CH:5][CH:6]=[CH:7]2.[C:20]1([CH3:26])[CH:25]=[CH:24][CH:23]=[CH:22][CH:21]=1.C(=O)(O)[O-].[Na+].C1(B(O)O)C=CC=CC=1, predict the reaction product. The product is: [C:20]1([C:26]2[C:19]3[C:10](=[CH:9][C:8]4[C:3]([CH:2]=3)=[CH:4][CH:5]=[CH:6][CH:7]=4)[CH:11]=[C:12]3[C:17]=2[CH:16]=[CH:15][CH:14]=[CH:13]3)[CH:25]=[CH:24][CH:23]=[CH:22][CH:21]=1. (6) Given the reactants BrCCCCCCBr.[C:9]1([OH:15])[CH:14]=[CH:13][CH:12]=[CH:11][CH:10]=1.O(CC[CH2:25][CH2:26][CH2:27][CH2:28][CH2:29][CH2:30][NH:31][C:32]1[C:41]2[C:36](=[CH:37][CH:38]=[CH:39][CH:40]=2)[N:35]=[CH:34][CH:33]=1)C1C=CC=CC=1, predict the reaction product. The product is: [O:15]([CH2:25][CH2:26][CH2:27][CH2:28][CH2:29][CH2:30][NH:31][C:32]1[C:41]2[C:36](=[CH:37][CH:38]=[CH:39][CH:40]=2)[N:35]=[CH:34][CH:33]=1)[C:9]1[CH:14]=[CH:13][CH:12]=[CH:11][CH:10]=1. (7) Given the reactants [N+:1]([C:4]1[S:8][C:7]([S:9]([N:12]2[CH2:17][CH2:16][NH:15][C@@H:14]([CH2:18][N:19]([CH2:24][CH:25]([CH3:27])[CH3:26])[S:20]([CH3:23])(=[O:22])=[O:21])[CH2:13]2)(=[O:11])=[O:10])=[CH:6][CH:5]=1)([O-:3])=[O:2].Cl[C:29]1[N:34]=[CH:33][C:32]([C:35]([OH:44])([C:40]([F:43])([F:42])[F:41])[C:36]([F:39])([F:38])[F:37])=[CH:31][N:30]=1.CCN(C(C)C)C(C)C, predict the reaction product. The product is: [N+:1]([C:4]1[S:8][C:7]([S:9]([N:12]2[CH2:17][CH2:16][N:15]([C:29]3[N:30]=[CH:31][C:32]([C:35]([OH:44])([C:36]([F:37])([F:38])[F:39])[C:40]([F:42])([F:43])[F:41])=[CH:33][N:34]=3)[C@@H:14]([CH2:18][N:19]([CH2:24][CH:25]([CH3:27])[CH3:26])[S:20]([CH3:23])(=[O:22])=[O:21])[CH2:13]2)(=[O:11])=[O:10])=[CH:6][CH:5]=1)([O-:3])=[O:2]. (8) Given the reactants Br[C:2]1[N:3]=[C:4]([C:7]([N:9]2[CH2:14][C@@H:13]([CH3:15])[O:12][C@@H:11]([CH3:16])[CH2:10]2)=[O:8])[S:5][CH:6]=1.[Cl:17][C:18]1[CH:26]=[CH:25][CH:24]=[C:23]2[C:19]=1[CH2:20][CH2:21][NH:22]2.C1(C)C=CC=CC=1.CC(C)([O-])C.[Na+], predict the reaction product. The product is: [Cl:17][C:18]1[CH:26]=[CH:25][CH:24]=[C:23]2[C:19]=1[CH2:20][CH2:21][N:22]2[C:2]1[N:3]=[C:4]([C:7]([N:9]2[CH2:14][C@@H:13]([CH3:15])[O:12][C@@H:11]([CH3:16])[CH2:10]2)=[O:8])[S:5][CH:6]=1.